This data is from NCI-60 drug combinations with 297,098 pairs across 59 cell lines. The task is: Regression. Given two drug SMILES strings and cell line genomic features, predict the synergy score measuring deviation from expected non-interaction effect. (1) Drug 1: C1CC(=O)NC(=O)C1N2CC3=C(C2=O)C=CC=C3N. Cell line: SN12C. Drug 2: C(=O)(N)NO. Synergy scores: CSS=0.466, Synergy_ZIP=-3.06, Synergy_Bliss=-5.18, Synergy_Loewe=-5.38, Synergy_HSA=-5.37. (2) Drug 1: CC1CCC2CC(C(=CC=CC=CC(CC(C(=O)C(C(C(=CC(C(=O)CC(OC(=O)C3CCCCN3C(=O)C(=O)C1(O2)O)C(C)CC4CCC(C(C4)OC)O)C)C)O)OC)C)C)C)OC. Drug 2: C1CC(=O)NC(=O)C1N2C(=O)C3=CC=CC=C3C2=O. Cell line: SF-295. Synergy scores: CSS=7.89, Synergy_ZIP=-1.33, Synergy_Bliss=1.47, Synergy_Loewe=-29.3, Synergy_HSA=-0.825.